Dataset: Full USPTO retrosynthesis dataset with 1.9M reactions from patents (1976-2016). Task: Predict the reactants needed to synthesize the given product. (1) Given the product [Br:1][C:2]1[CH:7]=[CH:6][N:5]2[N:8]=[C:9]([C:17]3[CH:22]=[CH:21][C:20]([O:23][CH3:24])=[CH:19][CH:18]=3)[C:10](/[CH:11]=[CH:12]/[CH:13]=[O:26])=[C:4]2[CH:3]=1, predict the reactants needed to synthesize it. The reactants are: [Br:1][C:2]1[CH:7]=[CH:6][N:5]2[N:8]=[C:9]([C:17]3[CH:22]=[CH:21][C:20]([O:23][CH3:24])=[CH:19][CH:18]=3)[C:10](/[CH:11]=[CH:12]/[CH:13]=[N+](C)C)=[C:4]2[CH:3]=1.C(=O)(O)[O-:26].[K+].O. (2) Given the product [C:1]1([S:7]([C:10]([CH3:22])([CH3:21])[CH2:11][CH2:12][CH2:13][N:14]2[CH2:19][CH2:18][CH2:17][CH:16]([O:20][CH2:23][CH2:24][CH3:25])[CH2:15]2)(=[O:8])=[O:9])[CH:2]=[CH:3][CH:4]=[CH:5][CH:6]=1, predict the reactants needed to synthesize it. The reactants are: [C:1]1([S:7]([C:10]([CH3:22])([CH3:21])[CH2:11][CH2:12][CH2:13][N:14]2[CH2:19][CH2:18][CH2:17][CH:16]([OH:20])[CH2:15]2)(=[O:9])=[O:8])[CH:6]=[CH:5][CH:4]=[CH:3][CH:2]=1.[CH2:23](I)[CH2:24][CH3:25]. (3) Given the product [F:33][C:30]1[CH:29]=[CH:28][C:27]([CH2:26][N:16]2[C:15](=[O:34])[C:14]([C:8]3[NH:7][C:6]4[S:5][CH:4]=[C:3]([CH2:2][NH:1][S:45]([CH:42]5[CH2:44][CH2:43]5)(=[O:47])=[O:46])[C:11]=4[S:10](=[O:12])(=[O:13])[N:9]=3)=[C:23]([OH:24])[C@H:22]3[C@@H:17]2[C@H:18]2[CH2:25][C@@H:21]3[CH2:20][CH2:19]2)=[CH:32][CH:31]=1, predict the reactants needed to synthesize it. The reactants are: [NH2:1][CH2:2][C:3]1[C:11]2[S:10](=[O:13])(=[O:12])[N:9]=[C:8]([C:14]3[C:15](=[O:34])[N:16]([CH2:26][C:27]4[CH:32]=[CH:31][C:30]([F:33])=[CH:29][CH:28]=4)[C@@H:17]4[C@H:22]([C:23]=3[OH:24])[C@@H:21]3[CH2:25][C@H:18]4[CH2:19][CH2:20]3)[NH:7][C:6]=2[S:5][CH:4]=1.C(N(CC)CC)C.[CH:42]1([S:45](Cl)(=[O:47])=[O:46])[CH2:44][CH2:43]1. (4) Given the product [CH3:9][O:10][C:11]1[CH:12]=[C:13]([CH:16]=[CH:17][C:18]=1[O:19][CH3:20])[CH:14]=[N:3][OH:2], predict the reactants needed to synthesize it. The reactants are: Cl.[OH:2][NH2:3].CC([O-])=O.[Na+].[CH3:9][O:10][C:11]1[CH:12]=[C:13]([CH:16]=[CH:17][C:18]=1[O:19][CH3:20])[CH:14]=O. (5) Given the product [CH:88]1([NH:86][C:2]([C:4]2[C:5](=[O:57])[C:6]3[C:11](=[N:10][CH:9]=[CH:8][CH:7]=3)[N:12]([C:15]3[CH:75]=[C:80]([C:43]4[CH:44]=[CH:45][C:46]([C@@H:49]5[CH2:51][C@H:50]5[C:52]([OH:54])=[O:53])=[CH:47][CH:48]=4)[CH:79]=[CH:78][CH:77]=3)[CH:13]=2)=[O:3])[CH2:82][CH2:81]1, predict the reactants needed to synthesize it. The reactants are: C[C:2]([C:4]1[C:13](=O)[N:12]([CH3:15])[C:11]2[N:10]=[C:9](C3C=CC(Cl)=CC=3Cl)[C:8](C3C=CC(Cl)=CC=3)=[CH:7][C:6]=2[C:5]=1NC(C)=O)=[O:3].CC1(C)C(C)(C)OB([C:43]2[CH:48]=[CH:47][C:46]([C@@H:49]3[CH2:51][C@H:50]3[C:52]([OH:54])=[O:53])=[CH:45][CH:44]=2)O1.C([O-])([O-])=[O:57].[Na+].[Na+].C1C=CC(P([C:75]2[CH:80]=[CH:79][CH:78]=[CH:77]C=2)C2C=CC=CC=2)=CC=1.[CH2:81](O)[CH2:82]C.C[N:86]([CH:88]=O)C. (6) Given the product [CH3:9][N:8]([CH3:10])[C:6]([C:5]1[CH:11]=[CH:12][C:13]([NH:14][C:15]2[C:16]3[C:23]([F:24])=[CH:22][N:21]([CH:25]4[CH2:30][CH2:29][N:28]([C:39]([O:41][CH:42]([CH3:44])[CH3:43])=[O:40])[CH2:27][CH2:26]4)[C:17]=3[N:18]=[CH:19][N:20]=2)=[C:3]([F:2])[CH:4]=1)=[O:7], predict the reactants needed to synthesize it. The reactants are: Cl.[F:2][C:3]1[CH:4]=[C:5]([CH:11]=[CH:12][C:13]=1[NH:14][C:15]1[C:16]2[C:23]([F:24])=[CH:22][N:21]([CH:25]3[CH2:30][CH2:29][NH:28][CH2:27][CH2:26]3)[C:17]=2[N:18]=[CH:19][N:20]=1)[C:6]([N:8]([CH3:10])[CH3:9])=[O:7].C(N(CC)CC)C.Cl[C:39]([O:41][CH:42]([CH3:44])[CH3:43])=[O:40].O. (7) Given the product [CH:1]([O:4][C:5]1[CH:9]=[C:8]([CH2:10][CH2:11][C:12]([O:14][CH2:15][CH3:16])=[O:13])[N:7]([CH2:19][C:20]2[CH:27]=[CH:26][CH:25]=[CH:24][C:21]=2[CH3:22])[N:6]=1)([CH3:3])[CH3:2], predict the reactants needed to synthesize it. The reactants are: [CH:1]([O:4][C:5]1[CH:9]=[C:8]([CH2:10][CH2:11][C:12]([O:14][CH2:15][CH3:16])=[O:13])[NH:7][N:6]=1)([CH3:3])[CH3:2].[H-].[Na+].[CH3:19][C:20]1[CH:27]=[CH:26][CH:25]=[CH:24][C:21]=1[CH2:22]Br. (8) Given the product [NH2:1][C:4]1[CH:13]=[C:12]2[C:7]([CH2:8][CH2:9][N:10]([C:14]([O:16][C:17]([CH3:20])([CH3:19])[CH3:18])=[O:15])[CH2:11]2)=[CH:6][CH:5]=1, predict the reactants needed to synthesize it. The reactants are: [N+:1]([C:4]1[CH:13]=[C:12]2[C:7]([CH2:8][CH2:9][N:10]([C:14]([O:16][C:17]([CH3:20])([CH3:19])[CH3:18])=[O:15])[CH2:11]2)=[CH:6][CH:5]=1)([O-])=O.